From a dataset of Full USPTO retrosynthesis dataset with 1.9M reactions from patents (1976-2016). Predict the reactants needed to synthesize the given product. Given the product [CH:28]1[C:37]2[C:32](=[C:33]([N:38]3[C:5]([C:7]4[C:12](=[O:13])[CH:11]=[CH:10][N:9]([C:14]5[CH:15]=[CH:16][C:17]([S:20]([C:23]([F:25])([F:24])[F:26])(=[O:22])=[O:21])=[CH:18][CH:19]=5)[N:8]=4)=[CH:4][CH:3]=[N:39]3)[CH:34]=[CH:35][CH:36]=2)[CH:31]=[CH:30][N:29]=1, predict the reactants needed to synthesize it. The reactants are: CN(C)/[CH:3]=[CH:4]/[C:5]([C:7]1[C:12](=[O:13])[CH:11]=[CH:10][N:9]([C:14]2[CH:19]=[CH:18][C:17]([S:20]([C:23]([F:26])([F:25])[F:24])(=[O:22])=[O:21])=[CH:16][CH:15]=2)[N:8]=1)=O.[CH:28]1[C:37]2[C:32](=[C:33]([NH:38][NH2:39])[CH:34]=[CH:35][CH:36]=2)[CH:31]=[CH:30][N:29]=1.